From a dataset of Full USPTO retrosynthesis dataset with 1.9M reactions from patents (1976-2016). Predict the reactants needed to synthesize the given product. (1) The reactants are: [NH2:1][C:2]1[CH:7]=[CH:6][N:5]=[CH:4][C:3]=1[C:8]([O:10][CH3:11])=[O:9].C([C:16]1[CH:24]=[CH:23][C:19]([C:20](Cl)=[O:21])=[C:18]([O:25][CH:26]2[CH2:31][CH2:30][N:29]([C:32]([O:34][C:35]([CH3:38])([CH3:37])[CH3:36])=[O:33])[CH2:28][CH2:27]2)[CH:17]=1)(C)(C)C.C(N(CC)[CH:43]([CH3:45])[CH3:44])(C)C.Cl[CH2:49]Cl. Given the product [C:43]([C:2]1([NH:1][C:20](=[O:21])[C:19]2[CH:23]=[CH:24][CH:16]=[CH:17][C:18]=2[O:25][CH:26]2[CH2:27][CH2:28][N:29]([C:32]([O:34][C:35]([CH3:36])([CH3:37])[CH3:38])=[O:33])[CH2:30][CH2:31]2)[CH:7]=[CH:6][N:5]=[CH:4][CH:3]1[C:8]([O:10][CH3:11])=[O:9])([CH3:45])([CH3:49])[CH3:44], predict the reactants needed to synthesize it. (2) Given the product [I:16][C:3]1[C:4]2[C:9](=[CH:8][CH:7]=[CH:6][CH:5]=2)[NH:1][N:2]=1, predict the reactants needed to synthesize it. The reactants are: [NH:1]1[C:9]2[C:4](=[CH:5][CH:6]=[CH:7][CH:8]=2)[CH:3]=[N:2]1.C([O-])([O-])=O.[K+].[K+].[I:16]I.S([O-])([O-])(=O)=S.[Na+].[Na+].